Dataset: Forward reaction prediction with 1.9M reactions from USPTO patents (1976-2016). Task: Predict the product of the given reaction. (1) Given the reactants [F:1][C:2]([F:13])([F:12])[C:3]1[CH:8]=[CH:7][C:6](B(O)O)=[CH:5][CH:4]=1.Br[C:15]1[CH:20]=[CH:19][C:18]([C:21]([OH:23])=[O:22])=[CH:17][C:16]=1[CH3:24], predict the reaction product. The product is: [CH3:24][C:16]1[CH:17]=[C:18]([C:21]([OH:23])=[O:22])[CH:19]=[CH:20][C:15]=1[C:6]1[CH:7]=[CH:8][C:3]([C:2]([F:13])([F:12])[F:1])=[CH:4][CH:5]=1. (2) Given the reactants [NH2:1][C:2]1[N:3]=[CH:4][C:5]([C:8]2[C:9]([F:19])=[C:10]([OH:18])[C:11]([CH:14]3[CH2:17][CH2:16][CH2:15]3)=[CH:12][CH:13]=2)=[N:6][CH:7]=1.Cl[C:21]1[CH:26]=[CH:25][N:24]=[C:23]([C:27]#[N:28])[N:22]=1, predict the reaction product. The product is: [NH2:1][C:2]1[N:3]=[CH:4][C:5]([C:8]2[C:9]([F:19])=[C:10]([C:11]([CH:14]3[CH2:15][CH2:16][CH2:17]3)=[CH:12][CH:13]=2)[O:18][C:21]2[CH:26]=[CH:25][N:24]=[C:23]([C:27]#[N:28])[N:22]=2)=[N:6][CH:7]=1. (3) Given the reactants [Cl:1][C:2]1[C:11]2[C:6](=[CH:7][CH:8]=[C:9]([O:12][CH:13]3[CH2:18][CH2:17][N:16]([C:19](=[O:24])[CH2:20][N:21]([CH3:23])[CH3:22])[CH2:15][CH2:14]3)[CH:10]=2)[N:5]=[CH:4][N:3]=1.[OH:25][C:26]1[CH:32]=[CH:31][C:29]([NH2:30])=[CH:28][CH:27]=1, predict the reaction product. The product is: [ClH:1].[ClH:1].[CH3:22][N:21]([CH2:20][C:19]([N:16]1[CH2:17][CH2:18][CH:13]([O:12][C:9]2[CH:10]=[C:11]3[C:6](=[CH:7][CH:8]=2)[N:5]=[CH:4][N:3]=[C:2]3[NH:30][C:29]2[CH:31]=[CH:32][C:26]([OH:25])=[CH:27][CH:28]=2)[CH2:14][CH2:15]1)=[O:24])[CH3:23]. (4) Given the reactants Cl[C:2]1[C:3]([N:8]2[CH2:13][CH2:12][N:11]([CH2:14][C:15]3[CH:16]=[N:17][N:18]([CH3:20])[CH:19]=3)[CH2:10][CH2:9]2)=[N:4][CH:5]=[CH:6][N:7]=1.C(=O)([O-])[O-].[K+].[K+].[F:27][C:28]1[C:33]([F:34])=[CH:32][CH:31]=[CH:30][C:29]=1B(O)O, predict the reaction product. The product is: [CH3:20][N:18]1[CH:19]=[C:15]([CH2:14][N:11]2[CH2:12][CH2:13][N:8]([C:3]3[C:2]([C:32]4[CH:31]=[CH:30][CH:29]=[C:28]([F:27])[C:33]=4[F:34])=[N:7][CH:6]=[CH:5][N:4]=3)[CH2:9][CH2:10]2)[CH:16]=[N:17]1. (5) Given the reactants C(C1N=C(N2CCOCC2)C2N=NN(CC3C=CC=CC=3Cl)C=2N=1)(C)(C)C.[C:28]([C:32]1[N:33]=[C:34](Cl)[C:35]2[N:40]=[N:39][N:38]([CH2:41][C:42]3[CH:47]=[CH:46][CH:45]=[CH:44][C:43]=3[Cl:48])[C:36]=2[N:37]=1)([CH3:31])([CH3:30])[CH3:29].[CH3:50][C:51]1[CH:55]=[C:54]([CH:56]2[CH2:60][CH2:59][CH2:58][NH:57]2)[O:53][N:52]=1, predict the reaction product. The product is: [C:28]([C:32]1[N:33]=[C:34]([N:57]2[CH2:58][CH2:59][CH2:60][CH:56]2[C:54]2[O:53][N:52]=[C:51]([CH3:50])[CH:55]=2)[C:35]2[N:40]=[N:39][N:38]([CH2:41][C:42]3[CH:47]=[CH:46][CH:45]=[CH:44][C:43]=3[Cl:48])[C:36]=2[N:37]=1)([CH3:31])([CH3:30])[CH3:29]. (6) The product is: [Cl:1][C:2]1[CH:9]=[CH:8][C:5]([CH2:6][NH2:7])=[C:4]([S:10]([CH3:11])=[O:13])[CH:3]=1. Given the reactants [Cl:1][C:2]1[CH:9]=[CH:8][C:5]([CH2:6][NH2:7])=[C:4]([S:10][CH3:11])[CH:3]=1.C(OC(OC(C)(C)C)=O)(OC(C)(C)C)=[O:13].C(N(CC)CC)C, predict the reaction product. (7) Given the reactants Br[C:2]1[CH:11]=[CH:10][CH:9]=[C:8]2[C:3]=1[CH:4]=[CH:5][N:6]=[C:7]2[CH2:12][CH2:13][CH2:14][O:15][Si:16]([C:19]([CH3:22])([CH3:21])[CH3:20])([CH3:18])[CH3:17].[CH3:23][N:24](C)C=O, predict the reaction product. The product is: [CH3:20][C:19]([Si:16]([CH3:18])([CH3:17])[O:15][CH2:14][CH2:13][CH2:12][C:7]1[C:8]2[CH:9]=[CH:10][CH:11]=[C:2]([C:23]#[N:24])[C:3]=2[CH:4]=[CH:5][N:6]=1)([CH3:22])[CH3:21]. (8) Given the reactants [F:1][C:2]1[CH:7]=[C:6]([F:8])[CH:5]=[CH:4][C:3]=1[C:9]1[CH:14]=[C:13]([N:15]2[C:19]3[CH:20]=[CH:21][C:22]([C:24]4[N:25]=[N:26][N:27]([CH:29]5[CH2:34][CH2:33][N:32]([CH3:35])[CH2:31][CH2:30]5)[CH:28]=4)=[CH:23][C:18]=3[N:17]=[CH:16]2)[CH:12]=[C:11]([NH:36]C(=O)C)[CH:10]=1.[CH:40]1([S:43](Cl)(=[O:45])=[O:44])[CH2:42][CH2:41]1, predict the reaction product. The product is: [F:1][C:2]1[CH:7]=[C:6]([F:8])[CH:5]=[CH:4][C:3]=1[C:9]1[CH:14]=[C:13]([N:15]2[C:19]3[CH:20]=[CH:21][C:22]([C:24]4[N:25]=[N:26][N:27]([CH:29]5[CH2:34][CH2:33][N:32]([CH3:35])[CH2:31][CH2:30]5)[CH:28]=4)=[CH:23][C:18]=3[N:17]=[CH:16]2)[CH:12]=[C:11]([NH:36][S:43]([CH:40]2[CH2:42][CH2:41]2)(=[O:45])=[O:44])[CH:10]=1.